This data is from Catalyst prediction with 721,799 reactions and 888 catalyst types from USPTO. The task is: Predict which catalyst facilitates the given reaction. (1) Reactant: [C:1]1([CH2:7][CH2:8][CH2:9]Br)[CH:6]=[CH:5][CH:4]=[CH:3][CH:2]=1.[SH-:11].[Na+].O. Product: [C:1]1([CH2:7][CH2:8][CH2:9][SH:11])[CH:6]=[CH:5][CH:4]=[CH:3][CH:2]=1. The catalyst class is: 8. (2) Reactant: [NH2:1][C@@H:2]([CH:73]([CH3:75])[CH3:74])[C:3]([NH:5][C@@H:6]([CH2:66][CH2:67][CH2:68][NH:69][C:70]([NH2:72])=[O:71])[C:7]([NH:9][C:10]1[CH:65]=[CH:64][C:13]([CH2:14][O:15][C:16]2[C:17]3[CH:63]=[CH:62][CH:61]=[CH:60][C:18]=3[C:19]3[C@H:20]([CH2:58][Cl:59])[CH2:21][N:22]([C:25](=[O:57])[CH2:26][CH2:27][CH2:28][CH2:29][CH2:30][O:31][C:32]4[C:33]([O:55][CH3:56])=[CH:34][C:35]5[C:41](=[O:42])[N:40]6[CH2:43][CH2:44][CH2:45][CH:39]6[C@H:38]([OH:46])[N:37]([C:47]([O:49][C:50]([CH3:53])([CH3:52])[CH3:51])=[O:48])[C:36]=5[CH:54]=4)[C:23]=3[CH:24]=2)=[CH:12][CH:11]=1)=[O:8])=[O:4].[O:76]=[C:77]1[CH:81]=[CH:80][C:79](=[O:82])[N:78]1[CH2:83][CH2:84][CH2:85][CH2:86][CH2:87][C:88](ON1C(=O)CCC1=O)=[O:89]. Product: [Cl:59][CH2:58][C@H:20]1[C:19]2[C:18]3[CH:60]=[CH:61][CH:62]=[CH:63][C:17]=3[C:16]([O:15][CH2:14][C:13]3[CH:12]=[CH:11][C:10]([NH:9][C:7](=[O:8])[C@@H:6]([NH:5][C:3](=[O:4])[C@@H:2]([NH:1][C:88](=[O:89])[CH2:87][CH2:86][CH2:85][CH2:84][CH2:83][N:78]4[C:79](=[O:82])[CH:80]=[CH:81][C:77]4=[O:76])[CH:73]([CH3:75])[CH3:74])[CH2:66][CH2:67][CH2:68][NH:69][C:70]([NH2:72])=[O:71])=[CH:65][CH:64]=3)=[CH:24][C:23]=2[N:22]([C:25](=[O:57])[CH2:26][CH2:27][CH2:28][CH2:29][CH2:30][O:31][C:32]2[C:33]([O:55][CH3:56])=[CH:34][C:35]3[C:41](=[O:42])[N:40]4[CH2:43][CH2:44][CH2:45][C@H:39]4[C@H:38]([OH:46])[N:37]([C:47]([O:49][C:50]([CH3:53])([CH3:52])[CH3:51])=[O:48])[C:36]=3[CH:54]=2)[CH2:21]1. The catalyst class is: 44. (3) Reactant: [CH2:1]([O:3][C:4]1[CH:11]=[CH:10][C:7]([CH:8]=O)=[C:6]([O:12][CH3:13])[CH:5]=1)[CH3:2].C([O-])(=O)C.[Na+].Cl.[NH2:20][OH:21]. Product: [CH2:1]([O:3][C:4]1[CH:11]=[CH:10][C:7]([CH:8]=[N:20][OH:21])=[C:6]([O:12][CH3:13])[CH:5]=1)[CH3:2]. The catalyst class is: 40. (4) Reactant: [Cl:1][C:2]1[CH:3]=[C:4]([S:9](Cl)(=[O:11])=[O:10])[CH:5]=[N:6][C:7]=1[Cl:8].[NH4+:13].[OH-]. Product: [Cl:1][C:2]1[CH:3]=[C:4]([S:9]([NH2:13])(=[O:11])=[O:10])[CH:5]=[N:6][C:7]=1[Cl:8]. The catalyst class is: 32. (5) Reactant: [C:1]([C:5]1[CH:6]=[C:7]([N+:17]([O-])=O)[C:8]([O:15][CH3:16])=[C:9]([S:11]([CH3:14])(=[O:13])=[O:12])[CH:10]=1)([CH3:4])([CH3:3])[CH3:2]. Product: [C:1]([C:5]1[CH:10]=[C:9]([S:11]([CH3:14])(=[O:12])=[O:13])[C:8]([O:15][CH3:16])=[C:7]([CH:6]=1)[NH2:17])([CH3:4])([CH3:2])[CH3:3]. The catalyst class is: 43. (6) Reactant: [CH3:1][O:2][C:3]1[CH:4]=[C:5]2[C:10](=[CH:11][C:12]=1[O:13][CH2:14][CH2:15][CH2:16]Cl)[N:9]=[CH:8][NH:7][C:6]2=[O:18].[NH:19]1[CH2:24][CH2:23][O:22][CH2:21][CH2:20]1. Product: [CH3:1][O:2][C:3]1[CH:4]=[C:5]2[C:10](=[CH:11][C:12]=1[O:13][CH2:14][CH2:15][CH2:16][N:19]1[CH2:24][CH2:23][O:22][CH2:21][CH2:20]1)[N:9]=[CH:8][NH:7][C:6]2=[O:18]. The catalyst class is: 5. (7) Reactant: [NH2:1][CH:2]1[NH:7][N:6]=[CH:5][C:4]([C:8]2[CH:9]=[C:10]([CH:15]=[CH:16][CH:17]=2)[C:11]([NH:13][CH3:14])=[O:12])=[CH:3]1.Cl[CH2:19][C:20]([NH:22][C:23](=[O:26])[O:24][CH3:25])=O. Product: [CH3:25][O:24][C:23](=[O:26])[NH:22][C:20]1[N:1]=[C:2]2[CH:3]=[C:4]([C:8]3[CH:17]=[CH:16][CH:15]=[C:10]([C:11](=[O:12])[NH:13][CH3:14])[CH:9]=3)[CH:5]=[N:6][N:7]2[CH:19]=1. The catalyst class is: 3.